Dataset: Reaction yield outcomes from USPTO patents with 853,638 reactions. Task: Predict the reaction yield, written as a fraction of the theoretical maximum amount of product (1.0 means a 100% yield; for example, 0.34 means a 34% yield). (1) The reactants are C(O[C:4](=[O:12])[C:5]1[CH:10]=[CH:9][N:8]=[CH:7][C:6]=1[OH:11])C.[NH:13]1[CH2:18][CH2:17][CH2:16][CH2:15][CH2:14]1. No catalyst specified. The product is [OH:11][C:6]1[CH:7]=[N:8][CH:9]=[CH:10][C:5]=1[C:4]([N:13]1[CH2:18][CH2:17][CH2:16][CH2:15][CH2:14]1)=[O:12]. The yield is 0.880. (2) The reactants are Cl[C:2]1[CH:3]=[C:4]([C:9]23[CH2:18][CH2:17][CH2:16][CH2:15][CH:14]2OCN(C)[CH2:10]3)[CH:5]=[CH:6][C:7]=1Cl.[H-].C([Al+]CC(C)C)C(C)C.CC[O:32]C(C)=O.Cl.[C:37]1(C)C=C[CH:40]=[CH:39][CH:38]=1. No catalyst specified. The product is [CH:3]1[C:2]2[C:7](=[CH:37][CH:38]=[CH:39][CH:40]=2)[CH:6]=[CH:5][C:4]=1[C:9]1([CH:10]=[O:32])[CH2:18][CH2:17][CH2:16][CH2:15][CH2:14]1. The yield is 0.890. (3) The reactants are [Cl:1][C:2]1[N:3]=[CH:4][C:5]2[CH:10]=[CH:9][NH:8][C:6]=2[N:7]=1.Br[C:12]1[CH:17]=[CH:16][CH:15]=[CH:14][N:13]=1.N[C@@H]1CCCC[C@H]1N.P([O-])([O-])([O-])=O.[K+].[K+].[K+]. The catalyst is O1CCOCC1.C(OCC)(=O)C.[Cu]I. The product is [Cl:1][C:2]1[N:3]=[CH:4][C:5]2[CH:10]=[CH:9][N:8]([C:12]3[CH:17]=[CH:16][CH:15]=[CH:14][N:13]=3)[C:6]=2[N:7]=1. The yield is 0.870. (4) The reactants are [NH2:1][C:2]1[CH:7]=[CH:6][CH:5]=[CH:4][C:3]=1[NH:8][C:9](=[O:41])[CH:10]=[CH:11][C:12]1[CH:17]=[CH:16][C:15]([CH2:18][N:19]([CH2:31][CH2:32][O:33][Si](C(C)(C)C)(C)C)[CH2:20][CH2:21][C:22]2[C:30]3[C:25](=[CH:26][CH:27]=[CH:28][CH:29]=3)[NH:24][CH:23]=2)=[CH:14][CH:13]=1.CCCC[N+](CCCC)(CCCC)CCCC.[F-].CO. The catalyst is C1COCC1. The product is [NH2:1][C:2]1[CH:7]=[CH:6][CH:5]=[CH:4][C:3]=1[NH:8][C:9](=[O:41])[CH:10]=[CH:11][C:12]1[CH:13]=[CH:14][C:15]([CH2:18][N:19]([CH2:31][CH2:32][OH:33])[CH2:20][CH2:21][C:22]2[C:30]3[C:25](=[CH:26][CH:27]=[CH:28][CH:29]=3)[NH:24][CH:23]=2)=[CH:16][CH:17]=1. The yield is 0.800. (5) The product is [CH3:13][O:12][C:9]1[CH:10]=[C:11]2[C:6](=[CH:7][C:8]=1[O:14][CH2:15][CH:16]1[CH2:21][CH2:20][N:19]([CH2:22][CH2:23][S:24]([CH3:27])(=[O:26])=[O:25])[CH2:18][CH2:17]1)[N:5]=[CH:4][N:3]=[C:2]2[O:28][C:29]1[CH:38]=[C:37]2[C:32]([CH:33]=[CH:34][CH:35]=[N:36]2)=[CH:31][CH:30]=1. The yield is 0.760. The reactants are Cl[C:2]1[C:11]2[C:6](=[CH:7][C:8]([O:14][CH2:15][CH:16]3[CH2:21][CH2:20][N:19]([CH2:22][CH2:23][S:24]([CH3:27])(=[O:26])=[O:25])[CH2:18][CH2:17]3)=[C:9]([O:12][CH3:13])[CH:10]=2)[N:5]=[CH:4][N:3]=1.[OH:28][C:29]1[CH:38]=[C:37]2[C:32]([CH:33]=[CH:34][CH:35]=[N:36]2)=[CH:31][CH:30]=1.C(=O)([O-])[O-].[K+].[K+]. The catalyst is CN(C=O)C. (6) The reactants are [N:1]([CH:4]([C:6]1[O:7][C:8]2[CH:14]=[CH:13][C:12]([C:15]([O:17][CH2:18][CH3:19])=[O:16])=[CH:11][C:9]=2[CH:10]=1)[CH3:5])=[N+]=[N-].C1C[O:23][CH2:22][CH2:21]1.C1(P(C2C=CC=CC=2)C2C=CC=CC=2)C=CC=CC=1.C(OC(=O)C)(=O)C. The catalyst is C(OCC)(=O)C.O. The product is [C:22]([NH:1][CH:4]([C:6]1[O:7][C:8]2[CH:14]=[CH:13][C:12]([C:15]([O:17][CH2:18][CH3:19])=[O:16])=[CH:11][C:9]=2[CH:10]=1)[CH3:5])(=[O:23])[CH3:21]. The yield is 0.530. (7) The reactants are COC(=O)CCC(C)=[CH:7][CH2:8][C:9]1[C:10]([O:22][CH2:23][CH2:24][Si:25]([CH3:28])([CH3:27])[CH3:26])=[C:11]2[C:15](=[C:16]([CH3:20])[C:17]=1[O:18][CH3:19])[CH2:14][O:13][C:12]2=[O:21].N1C=CC=CC=1.NC(N)=S.C[OH:42]. The catalyst is C(Cl)Cl. The product is [CH3:19][O:18][C:17]1[C:16]([CH3:20])=[C:15]2[C:11]([C:12](=[O:21])[O:13][CH2:14]2)=[C:10]([O:22][CH2:23][CH2:24][Si:25]([CH3:27])([CH3:26])[CH3:28])[C:9]=1[CH2:8][CH:7]=[O:42]. The yield is 0.750.